Task: Predict which catalyst facilitates the given reaction.. Dataset: Catalyst prediction with 721,799 reactions and 888 catalyst types from USPTO Reactant: [OH-].[Na+].C[O:4][C:5](=[O:21])[C:6]1[C:7](=[C:12]([CH2:16][NH:17][C:18]([NH2:20])=[O:19])[CH:13]=[CH:14][CH:15]=1)[C:8]([O:10]C)=[O:9]. Product: [NH:17]([CH2:16][C:12]1[CH:13]=[CH:14][CH:15]=[C:6]([C:5]([OH:21])=[O:4])[C:7]=1[C:8]([OH:10])=[O:9])[C:18]([NH2:20])=[O:19]. The catalyst class is: 97.